From a dataset of Full USPTO retrosynthesis dataset with 1.9M reactions from patents (1976-2016). Predict the reactants needed to synthesize the given product. Given the product [C:37]([C:34]1([CH2:33][O:1][C:2]2[CH:25]=[CH:24][C:5]3[C:6]([CH2:9][CH2:10][CH:11]4[CH2:16][CH2:15][N:14]([C:17]([O:19][C:20]([CH3:23])([CH3:22])[CH3:21])=[O:18])[CH2:13][CH2:12]4)=[N:7][O:8][C:4]=3[C:3]=2[CH2:26][OH:27])[CH2:36][CH2:35]1)#[CH:38], predict the reactants needed to synthesize it. The reactants are: [OH:1][C:2]1[CH:25]=[CH:24][C:5]2[C:6]([CH2:9][CH2:10][CH:11]3[CH2:16][CH2:15][N:14]([C:17]([O:19][C:20]([CH3:23])([CH3:22])[CH3:21])=[O:18])[CH2:13][CH2:12]3)=[N:7][O:8][C:4]=2[C:3]=1[CH2:26][OH:27].CS(O[CH2:33][C:34]1([C:37]#[CH:38])[CH2:36][CH2:35]1)(=O)=O.C(=O)([O-])[O-].[K+].[K+].[I-].[Na+].